Dataset: Reaction yield outcomes from USPTO patents with 853,638 reactions. Task: Predict the reaction yield, written as a fraction of the theoretical maximum amount of product (1.0 means a 100% yield; for example, 0.34 means a 34% yield). (1) The reactants are [CH2:1]([O:8][C:9]1[C:13]([CH2:14][OH:15])=[CH:12][N:11]([C:16]2[CH:21]=[CH:20][CH:19]=[CH:18][CH:17]=2)[N:10]=1)[C:2]1[CH:7]=[CH:6][CH:5]=[CH:4][CH:3]=1. The catalyst is [O-2].[O-2].[Mn+4].O1CCCC1. The product is [CH2:1]([O:8][C:9]1[C:13]([CH:14]=[O:15])=[CH:12][N:11]([C:16]2[CH:21]=[CH:20][CH:19]=[CH:18][CH:17]=2)[N:10]=1)[C:2]1[CH:3]=[CH:4][CH:5]=[CH:6][CH:7]=1. The yield is 0.900. (2) The reactants are [O:1]1[CH2:6][CH2:5][CH:4]([SH:7])[CH2:3][CH2:2]1.F[C:9]1[CH:16]=[CH:15][C:12]([C:13]#[N:14])=[CH:11][CH:10]=1.C(=O)([O-])[O-].[K+].[K+]. No catalyst specified. The product is [O:1]1[CH2:6][CH2:5][CH:4]([S:7][C:9]2[CH:16]=[CH:15][C:12]([C:13]#[N:14])=[CH:11][CH:10]=2)[CH2:3][CH2:2]1. The yield is 0.110.